This data is from Reaction yield outcomes from USPTO patents with 853,638 reactions. The task is: Predict the reaction yield, written as a fraction of the theoretical maximum amount of product (1.0 means a 100% yield; for example, 0.34 means a 34% yield). The catalyst is O1CCCC1. The reactants are [F:1][C:2]([F:18])([F:17])[C:3]1[CH:4]=[C:5]([CH2:13][C:14](O)=[O:15])[CH:6]=[C:7]([C:9]([F:12])([F:11])[F:10])[CH:8]=1.C(N1C=CN=C1)(N1C=CN=C1)=O.[CH:31]1[CH:36]=[CH:35][C:34]([NH:37][C:38]2[C:43]([NH2:44])=[CH:42][CH:41]=[CH:40][CH:39]=2)=[CH:33][CH:32]=1. The yield is 0.660. The product is [F:1][C:2]([F:17])([F:18])[C:3]1[CH:4]=[C:5]([CH2:13][C:14]([NH:44][C:43]2[CH:42]=[CH:41][CH:40]=[CH:39][C:38]=2[NH:37][C:34]2[CH:33]=[CH:32][CH:31]=[CH:36][CH:35]=2)=[O:15])[CH:6]=[C:7]([C:9]([F:11])([F:12])[F:10])[CH:8]=1.